From a dataset of Full USPTO retrosynthesis dataset with 1.9M reactions from patents (1976-2016). Predict the reactants needed to synthesize the given product. (1) Given the product [C:1]([O:5][C:6](=[O:36])[NH:7][C@@H:8]1[C@@H:13]([OH:14])[C@H:12]([CH2:15][C:16]2[CH:21]=[C:20]([O:22][CH:23]([C:24]([F:25])([F:27])[F:26])[C:28]([F:29])([F:31])[F:30])[C:19]([N+:32]([O-:34])=[O:33])=[C:18]([F:35])[CH:17]=2)[CH2:11][S:39](=[O:41])(=[O:38])[CH2:9]1)([CH3:3])([CH3:4])[CH3:2], predict the reactants needed to synthesize it. The reactants are: [C:1]([O:5][C:6](=[O:36])[NH:7][C@@H:8]1[C@@H:13]([OH:14])[C@H:12]([CH2:15][C:16]2[CH:21]=[C:20]([O:22][CH:23]([C:28]([F:31])([F:30])[F:29])[C:24]([F:27])([F:26])[F:25])[C:19]([N+:32]([O-:34])=[O:33])=[C:18]([F:35])[CH:17]=2)[CH2:11]S[CH2:9]1)([CH3:4])([CH3:3])[CH3:2].O[O:38][S:39]([O-:41])=O.[K+].CC([O-])=O.[Na+].S(S([O-])=O)([O-])(=O)=O.[Na+].[Na+].C([O-])([O-])=O.[K+].[K+]. (2) Given the product [Cl:48][C:49]1[CH:54]=[C:53]([C:55]([F:56])([F:57])[F:58])[CH:52]=[CH:51][C:50]=1[C:14]1[C:13]2[C:17](=[CH:18][C:10]([S:7]([N:6]([CH2:5][C:4]3[CH:34]=[CH:35][C:36]([O:38][CH3:39])=[CH:37][C:3]=3[O:2][CH3:1])[C:29]3[S:33][N:32]=[CH:31][N:30]=3)(=[O:8])=[O:9])=[CH:11][CH:12]=2)[N:16]([CH3:19])[CH:15]=1, predict the reactants needed to synthesize it. The reactants are: [CH3:1][O:2][C:3]1[CH:37]=[C:36]([O:38][CH3:39])[CH:35]=[CH:34][C:4]=1[CH2:5][N:6]([C:29]1[S:33][N:32]=[CH:31][N:30]=1)[S:7]([C:10]1[CH:18]=[C:17]2[C:13]([C:14](B3OC(C)(C)C(C)(C)O3)=[CH:15][N:16]2[CH3:19])=[CH:12][CH:11]=1)(=[O:9])=[O:8].P([O-])([O-])([O-])=O.[K+].[K+].[K+].[Cl:48][C:49]1[CH:54]=[C:53]([C:55]([F:58])([F:57])[F:56])[CH:52]=[CH:51][C:50]=1I. (3) Given the product [CH3:20][C@@H:15]1[N:14]([C:12]2[N:13]=[C:8]([C:5]3[CH:6]=[CH:7][C:2]([NH:1][C:37]([O:39][C:40]4[CH:45]=[CH:44][CH:43]=[CH:42][CH:41]=4)=[O:38])=[CH:3][CH:4]=3)[C:9]3[CH2:23][N:22]([C:24]([O:26][C:27]([CH3:29])([CH3:28])[CH3:30])=[O:25])[CH2:21][C:10]=3[N:11]=2)[CH2:19][CH2:18][O:17][CH2:16]1, predict the reactants needed to synthesize it. The reactants are: [NH2:1][C:2]1[CH:7]=[CH:6][C:5]([C:8]2[C:9]3[CH2:23][N:22]([C:24]([O:26][C:27]([CH3:30])([CH3:29])[CH3:28])=[O:25])[CH2:21][C:10]=3[N:11]=[C:12]([N:14]3[CH2:19][CH2:18][O:17][CH2:16][C@@H:15]3[CH3:20])[N:13]=2)=[CH:4][CH:3]=1.C([O-])(O)=O.[Na+].Cl[C:37]([O:39][C:40]1[CH:45]=[CH:44][CH:43]=[CH:42][CH:41]=1)=[O:38].